From a dataset of Catalyst prediction with 721,799 reactions and 888 catalyst types from USPTO. Predict which catalyst facilitates the given reaction. (1) Reactant: [C:1]([O:6][CH2:7][C:8]1[CH:13]=[CH:12][CH:11]=[CH:10][CH:9]=1)(=[O:5])/[CH:2]=[CH:3]/[CH3:4].FC(F)(F)C(O)=O.CO[CH2:23][N:24]([CH2:30][C:31]1[CH:36]=[CH:35][CH:34]=[CH:33][CH:32]=1)[CH2:25][Si](C)(C)C. Product: [CH2:30]([N:24]1[CH2:23][CH:3]([CH3:4])[CH:2]([C:1]([O:6][CH2:7][C:8]2[CH:9]=[CH:10][CH:11]=[CH:12][CH:13]=2)=[O:5])[CH2:25]1)[C:31]1[CH:32]=[CH:33][CH:34]=[CH:35][CH:36]=1. The catalyst class is: 4. (2) Reactant: [CH3:1][N:2]([C:6]1[CH:11]=[CH:10][C:9]([Sn](C)(C)C)=[CH:8][CH:7]=1)[CH2:3][CH2:4][OH:5].Cl[C:17]1[N:26]=[C:25]([NH:27][CH2:28][C@H:29]2[O:34][CH2:33][CH2:32][N:31]([C:35]([O:37][C:38]([CH3:41])([CH3:40])[CH3:39])=[O:36])[CH2:30]2)[C:24]2[C:19](=[N:20][CH:21]=[CH:22][N:23]=2)[CH:18]=1. Product: [OH:5][CH2:4][CH2:3][N:2]([CH3:1])[C:6]1[CH:11]=[CH:10][C:9]([C:17]2[N:26]=[C:25]([NH:27][CH2:28][C@H:29]3[O:34][CH2:33][CH2:32][N:31]([C:35]([O:37][C:38]([CH3:41])([CH3:40])[CH3:39])=[O:36])[CH2:30]3)[C:24]3[C:19](=[N:20][CH:21]=[CH:22][N:23]=3)[CH:18]=2)=[CH:8][CH:7]=1. The catalyst class is: 109. (3) Reactant: [O:1]1[CH:5]=[CH:4][CH:3]=[C:2]1[C:6]1[CH:11]=[CH:10][C:9]([CH2:12][OH:13])=[CH:8][CH:7]=1.[N:14]([C:17]1[CH:26]=[C:25]2[C:20]([C:21]([CH3:28])=[CH:22][C:23](=[O:27])[O:24]2)=[CH:19][CH:18]=1)=[C:15]=[O:16]. Product: [CH3:28][C:21]1[C:20]2[C:25](=[CH:26][C:17]([NH:14][C:15](=[O:16])[O:13][CH2:12][C:9]3[CH:10]=[CH:11][C:6]([C:2]4[O:1][CH:5]=[CH:4][CH:3]=4)=[CH:7][CH:8]=3)=[CH:18][CH:19]=2)[O:24][C:23](=[O:27])[CH:22]=1. The catalyst class is: 1. (4) Reactant: C(O[C:4](=[N:6][C:7](=O)[C:8]1[CH:13]=[CH:12][C:11]([Br:14])=[CH:10][CH:9]=1)[CH3:5])C.Cl.[CH3:17][S:18][C:19]1[CH:24]=[CH:23][C:22]([NH:25][NH2:26])=[CH:21][CH:20]=1.C(N(CC)CC)C.O. Product: [Br:14][C:11]1[CH:10]=[CH:9][C:8]([C:7]2[N:25]([C:22]3[CH:23]=[CH:24][C:19]([S:18][CH3:17])=[CH:20][CH:21]=3)[N:26]=[C:4]([CH3:5])[N:6]=2)=[CH:13][CH:12]=1. The catalyst class is: 98. (5) Reactant: [C:1]([CH:3]1[C:12]2[C:7](=[CH:8][CH:9]=[CH:10][CH:11]=2)[C:5](=[O:6])[O:4]1)#N.[Li+].C[Si]([N-][Si](C)(C)C)(C)C.N1[CH2:28][CH2:27]OCC1.[Al].[CH2:30]1[CH2:34]OC[CH2:31]1. Product: [CH:28]1[C:27]2[C:5](=[O:6])[C:7]3[C:12](=[CH:11][CH:10]=[CH:9][CH:8]=3)[C:3](=[O:4])[C:1]=2[CH:34]=[CH:30][CH:31]=1. The catalyst class is: 73. (6) The catalyst class is: 2. Product: [Cl:1][C:2]1[CH:7]=[CH:6][C:5]([CH:8]2[CH2:13][CH:12]([C:14]([O:16][CH3:17])=[O:15])[CH2:11][CH2:10][N:9]2[C:28]([O:29][CH3:30])=[O:31])=[C:4]([F:18])[CH:3]=1. Reactant: [Cl:1][C:2]1[CH:7]=[CH:6][C:5]([CH:8]2[CH2:13][CH:12]([C:14]([O:16][CH3:17])=[O:15])[CH2:11][CH2:10][NH:9]2)=[C:4]([F:18])[CH:3]=1.CCN(C(C)C)C(C)C.[C:28](Cl)(=[O:31])[O:29][CH3:30]. (7) Reactant: I[C@@H:2]1[CH2:6][N:5]([C:7]([O:9][C:10]([CH3:13])([CH3:12])[CH3:11])=[O:8])[C@H:4]([C:14]([O:16][CH3:17])=[O:15])[CH2:3]1.N12CCCN=C1CCCCC2. Product: [N:5]1([C:7]([O:9][C:10]([CH3:13])([CH3:12])[CH3:11])=[O:8])[CH:6]=[CH:2][CH2:3][C@H:4]1[C:14]([O:16][CH3:17])=[O:15].[N:5]1([C:7]([O:9][C:10]([CH3:13])([CH3:12])[CH3:11])=[O:8])[CH2:6][CH:2]=[CH:3][C@H:4]1[C:14]([O:16][CH3:17])=[O:15]. The catalyst class is: 11. (8) Reactant: [CH2:1]([O:8][C:9]([C:11]1[N:12]=[C:13]([CH:16]([CH2:22][C:23]2[CH:28]=[CH:27][C:26]([O:29][Si](C(C)C)(C(C)C)C(C)C)=[CH:25][CH:24]=2)[CH2:17][C:18]([O:20][CH3:21])=[O:19])[O:14][CH:15]=1)=[O:10])[C:2]1[CH:7]=[CH:6][CH:5]=[CH:4][CH:3]=1.CCCC[N+](CCCC)(CCCC)CCCC.[F-]. Product: [CH2:1]([O:8][C:9]([C:11]1[N:12]=[C:13]([CH:16]([CH2:22][C:23]2[CH:28]=[CH:27][C:26]([OH:29])=[CH:25][CH:24]=2)[CH2:17][C:18]([O:20][CH3:21])=[O:19])[O:14][CH:15]=1)=[O:10])[C:2]1[CH:3]=[CH:4][CH:5]=[CH:6][CH:7]=1. The catalyst class is: 598. (9) Reactant: [CH3:1][O:2][C:3]1[CH:8]=[C:7]([N:9]2[CH2:14][CH2:13][O:12][CH2:11][CH2:10]2)[C:6]([N+:15]([O-:17])=[O:16])=[CH:5][C:4]=1[NH:18][C:19]1[N:24]=[C:23]([N:25]2[CH:29]=[C:28]([CH:30]=[O:31])[C:27]([C:32]3[CH:37]=[CH:36][CH:35]=[CH:34][CH:33]=3)=[N:26]2)[CH:22]=[CH:21][N:20]=1.CC(C[AlH]CC(C)C)C. Product: [CH3:1][O:2][C:3]1[CH:8]=[C:7]([N:9]2[CH2:10][CH2:11][O:12][CH2:13][CH2:14]2)[C:6]([N+:15]([O-:17])=[O:16])=[CH:5][C:4]=1[NH:18][C:19]1[N:24]=[C:23]([N:25]2[CH:29]=[C:28]([CH2:30][OH:31])[C:27]([C:32]3[CH:37]=[CH:36][CH:35]=[CH:34][CH:33]=3)=[N:26]2)[CH:22]=[CH:21][N:20]=1. The catalyst class is: 1. (10) Product: [Br:10][C:5]1[CH:4]=[CH:3][C:2]([NH:1][CH2:12][C:11]#[N:14])=[CH:9][C:6]=1[C:7]#[N:8]. Reactant: [NH2:1][C:2]1[CH:3]=[CH:4][C:5]([Br:10])=[C:6]([CH:9]=1)[C:7]#[N:8].[CH:11]([N:14](CC)C(C)C)(C)[CH3:12].BrCC#N. The catalyst class is: 1.